This data is from Full USPTO retrosynthesis dataset with 1.9M reactions from patents (1976-2016). The task is: Predict the reactants needed to synthesize the given product. (1) Given the product [C:1]([O:5][C:6]([C:8]1[O:9][C:10]2[CH:17]=[CH:16][CH:15]=[C:14]([O:18][CH2:20][C:21](=[O:22])[N:23]([CH3:25])[CH3:24])[C:11]=2[C:12]=1[CH3:13])=[O:7])([CH3:4])([CH3:2])[CH3:3], predict the reactants needed to synthesize it. The reactants are: [C:1]([O:5][C:6]([C:8]1[O:9][C:10]2[CH:17]=[CH:16][CH:15]=[C:14]([OH:18])[C:11]=2[C:12]=1[CH3:13])=[O:7])([CH3:4])([CH3:3])[CH3:2].Br[CH2:20][C:21]([N:23]([CH3:25])[CH3:24])=[O:22].CN(C=O)C. (2) Given the product [NH:28]1[CH:29]=[N:30][C:26]([C:23]2[CH:24]=[C:25]3[C:20](=[CH:21][CH:22]=2)[NH:19][N:18]=[C:17]3[C:13]2[CH:12]=[C:11]([NH:10][C:8](=[O:9])[CH2:7][CH:1]3[CH2:2][CH2:3][CH2:4][CH2:5][CH2:6]3)[CH:16]=[CH:15][CH:14]=2)=[N:27]1, predict the reactants needed to synthesize it. The reactants are: [CH:1]1([CH2:7][C:8]([NH:10][C:11]2[CH:16]=[CH:15][CH:14]=[C:13]([C:17]3[C:25]4[C:20](=[CH:21][CH:22]=[C:23]([C:26]5[N:30]=[CH:29][N:28](C(C6C=CC=CC=6)(C6C=CC=CC=6)C6C=CC=CC=6)[N:27]=5)[CH:24]=4)[N:19](C4CCCCO4)[N:18]=3)[CH:12]=2)=[O:9])[CH2:6][CH2:5][CH2:4][CH2:3][CH2:2]1. (3) Given the product [N+:13]([C:3]1[CH:4]=[C:5]([CH:11]=[CH:12][C:2]=1[N:23]1[CH2:28][CH2:27][CH2:26][CH2:25][CH2:24]1)[C:6]([O:8][CH2:9][CH3:10])=[O:7])([O-:15])=[O:14], predict the reactants needed to synthesize it. The reactants are: F[C:2]1[CH:12]=[CH:11][C:5]([C:6]([O:8][CH2:9][CH3:10])=[O:7])=[CH:4][C:3]=1[N+:13]([O-:15])=[O:14].C(N(CC)CC)C.[NH:23]1[CH2:28][CH2:27][CH2:26][CH2:25][CH2:24]1.C(=O)(O)[O-].[Na+]. (4) Given the product [OH:3][C:2]([C:4]([F:7])([F:6])[F:5])=[O:1].[CH3:44][N:45]([CH3:46])[CH2:9][CH2:10][CH2:11][CH2:12][CH2:13][CH2:14][CH2:15][CH2:16][CH2:17][N:18]1[C:22](=[O:23])[C:21]2([CH2:28][CH2:27][N:26]([C@H:29]3[CH2:34][CH2:33][C@@H:32]([CH:35]([CH3:37])[CH3:36])[CH2:31][CH2:30]3)[CH2:25][CH2:24]2)[N:20]([C:38]2[CH:43]=[CH:42][CH:41]=[CH:40][CH:39]=2)[CH2:19]1, predict the reactants needed to synthesize it. The reactants are: [OH:1][C:2]([C:4]([F:7])([F:6])[F:5])=[O:3].Br[CH2:9][CH2:10][CH2:11][CH2:12][CH2:13][CH2:14][CH2:15][CH2:16][CH2:17][N:18]1[C:22](=[O:23])[C:21]2([CH2:28][CH2:27][N:26]([C@H:29]3[CH2:34][CH2:33][C@@H:32]([CH:35]([CH3:37])[CH3:36])[CH2:31][CH2:30]3)[CH2:25][CH2:24]2)[N:20]([C:38]2[CH:43]=[CH:42][CH:41]=[CH:40][CH:39]=2)[CH2:19]1.[CH3:44][NH:45][CH3:46]. (5) The reactants are: [OH:1][C:2]1[CH:7]=[CH:6][CH:5]=[CH:4][C:3]=1[CH2:8][C:9]([OH:11])=[O:10].[Br-:12].[Br-].[Br-].[CH2:15]([N+](CCCC)(CCCC)CCCC)CCC.C([N+](CCCC)(CCCC)CCCC)CCC.C([N+](CCCC)(CCCC)CCCC)CCC. Given the product [Br:12][C:5]1[CH:6]=[CH:7][C:2]([OH:1])=[C:3]([CH2:8][C:9]([O:11][CH3:15])=[O:10])[CH:4]=1, predict the reactants needed to synthesize it. (6) Given the product [CH3:1][O:2][C:3]([C:4]1[CH:9]=[C:8]2[C:7](=[C:6]([Cl:19])[CH:5]=1)[NH:10][CH:11]([C:12]1[CH:17]=[CH:16][CH:15]=[C:14]([Br:18])[CH:13]=1)[C:48]([CH3:50])([CH3:49])[CH:47]2[OH:51])=[O:20], predict the reactants needed to synthesize it. The reactants are: [CH3:1][O:2][C:3](=[O:20])[C:4]1[CH:9]=[CH:8][C:7]([N:10]=[CH:11][C:12]2[CH:17]=[CH:16][CH:15]=[C:14]([Br:18])[CH:13]=2)=[C:6]([Cl:19])[CH:5]=1.O.[O-]S(C(F)(F)F)(=O)=O.[Yb+3].[O-]S(C(F)(F)F)(=O)=O.[O-]S(C(F)(F)F)(=O)=O.[CH:47](=[O:51])[CH:48]([CH3:50])[CH3:49].O. (7) Given the product [NH:17]1[C:21]2[CH:22]=[CH:23][CH:24]=[C:25]([N:26]3[CH:14]=[C:9]([O:8][CH2:1][C:2]4[CH:3]=[CH:4][CH:5]=[CH:6][CH:7]=4)[C:10](=[O:16])[CH:11]=[C:12]3[CH3:15])[C:20]=2[N:19]=[CH:18]1, predict the reactants needed to synthesize it. The reactants are: [CH2:1]([O:8][C:9]1[C:10](=[O:16])[CH:11]=[C:12]([CH3:15])O[CH:14]=1)[C:2]1[CH:7]=[CH:6][CH:5]=[CH:4][CH:3]=1.[NH:17]1[C:21]2[CH:22]=[CH:23][CH:24]=[C:25]([NH2:26])[C:20]=2[N:19]=[CH:18]1. (8) Given the product [CH2:44]([C:23]1([CH2:29][CH3:30])[CH2:22][CH2:21][CH:20]([C:15]2[CH:16]=[CH:17][CH:18]=[CH:19][C:14]=2[N:11]2[CH2:10][CH2:9][NH:8][CH2:13][CH2:12]2)[CH2:25][CH2:24]1)[CH3:45], predict the reactants needed to synthesize it. The reactants are: C(OC([N:8]1[CH2:13][CH2:12][N:11]([C:14]2[CH:19]=[CH:18][CH:17]=[CH:16][C:15]=2[CH:20]2[CH2:25][CH2:24][C:23](C)(C)[CH2:22][CH2:21]2)[CH2:10][CH2:9]1)=O)(C)(C)C.F[C:29](F)(F)[C:30](O)=O.ClCCl.C(=O)([O-])[O-].[K+].[K+].[C:44](OCC)(=O)[CH3:45].